Dataset: Forward reaction prediction with 1.9M reactions from USPTO patents (1976-2016). Task: Predict the product of the given reaction. (1) Given the reactants O=[CH:2][CH2:3][CH:4]1[C:9]2[CH:10]=[CH:11][C:12]([C:14]#[N:15])=[CH:13][C:8]=2[CH2:7][CH2:6][O:5]1.[F:16][C:17]1[CH:18]=[C:19]2[C:24](=[CH:25][CH:26]=1)[C:23]([N:27]1[CH2:32][CH2:31][NH:30][C@H:29]([CH3:33])[CH2:28]1)=[CH:22][CH:21]=[CH:20]2.C([BH3-])#N.[Na+].C(O)(=O)C, predict the reaction product. The product is: [F:16][C:17]1[CH:18]=[C:19]2[C:24](=[CH:25][CH:26]=1)[C:23]([N:27]1[CH2:32][CH2:31][N:30]([CH2:2][CH2:3][CH:4]3[C:9]4[CH:10]=[CH:11][C:12]([C:14]#[N:15])=[CH:13][C:8]=4[CH2:7][CH2:6][O:5]3)[C@H:29]([CH3:33])[CH2:28]1)=[CH:22][CH:21]=[CH:20]2. (2) Given the reactants [CH:1]([C:3]1[CH:11]=[CH:10][C:6]([C:7]([OH:9])=[O:8])=[CH:5][CH:4]=1)=O.[CH:12]1([N:18]2[CH2:27][CH2:26][C:21]3([CH2:25][NH:24][CH2:23][CH2:22]3)[CH2:20][CH2:19]2)[CH2:17][CH2:16][CH2:15][CH2:14][CH2:13]1, predict the reaction product. The product is: [CH:12]1([N:18]2[CH2:19][CH2:20][C:21]3([CH2:25][N:24]([CH2:1][C:3]4[CH:11]=[CH:10][C:6]([C:7]([OH:9])=[O:8])=[CH:5][CH:4]=4)[CH2:23][CH2:22]3)[CH2:26][CH2:27]2)[CH2:17][CH2:16][CH2:15][CH2:14][CH2:13]1. (3) The product is: [C:43]12([NH:48][C:25]([C:24]3[CH:23]=[C:22]([C:3]4[CH:4]=[C:5]5[C:10]([C:11]([NH:12][CH3:13])=[O:14])=[C:9]([C:15]6[CH:20]=[CH:19][C:18]([F:21])=[CH:17][CH:16]=6)[O:8][C:6]5=[N:7][C:2]=4[Cl:1])[CH:30]=[C:29]([F:31])[CH:28]=3)=[O:27])[CH2:47][CH:45]([CH2:46]1)[CH2:44]2. Given the reactants [Cl:1][C:2]1[N:7]=[C:6]2[O:8][C:9]([C:15]3[CH:20]=[CH:19][C:18]([F:21])=[CH:17][CH:16]=3)=[C:10]([C:11](=[O:14])[NH:12][CH3:13])[C:5]2=[CH:4][C:3]=1[C:22]1[CH:23]=[C:24]([CH:28]=[C:29]([F:31])[CH:30]=1)[C:25]([OH:27])=O.C(N(C(C)C)C(C)C)C.Cl.Cl.[C:43]12([NH2:48])[CH2:47][CH:45]([CH2:46]1)[CH2:44]2.CN(C(ON1N=NC2C=CC=NC1=2)=[N+](C)C)C.F[P-](F)(F)(F)(F)F, predict the reaction product. (4) Given the reactants [P:1]([O-:8])([O:5][CH2:6][CH3:7])[O:2][CH2:3][CH3:4].C=O.P([O-])(OCC)([O:13][CH2:14]C)=O.[C:20]1([CH3:30])[CH:25]=[CH:24][C:23]([S:26](Cl)(=[O:28])=[O:27])=[CH:22][CH:21]=1, predict the reaction product. The product is: [C:20]1([CH3:30])[CH:25]=[CH:24][C:23]([S:26]([O:13][CH2:14][P:1](=[O:8])([O:5][CH2:6][CH3:7])[O:2][CH2:3][CH3:4])(=[O:28])=[O:27])=[CH:22][CH:21]=1. (5) Given the reactants C(N(CC)CC)C.[CH2:8]([N:26]=[C:27]=[O:28])[CH2:9][CH2:10][CH2:11][CH2:12][CH2:13][CH2:14][CH2:15][CH2:16][CH2:17][CH2:18][CH2:19][CH2:20][CH2:21][CH2:22][CH2:23][CH2:24][CH3:25].[CH3:29][N:30]([CH3:46])[CH2:31][CH2:32][CH2:33][NH:34][C:35](=[O:45])[CH2:36][CH2:37][C:38]1[CH:43]=[CH:42][CH:41]=[CH:40][C:39]=1[OH:44], predict the reaction product. The product is: [CH2:8]([NH:26][C:27](=[O:28])[O:44][C:39]1[CH:40]=[CH:41][CH:42]=[CH:43][C:38]=1[CH2:37][CH2:36][C:35]([NH:34][CH2:33][CH2:32][CH2:31][N:30]([CH3:29])[CH3:46])=[O:45])[CH2:9][CH2:10][CH2:11][CH2:12][CH2:13][CH2:14][CH2:15][CH2:16][CH2:17][CH2:18][CH2:19][CH2:20][CH2:21][CH2:22][CH2:23][CH2:24][CH3:25]. (6) Given the reactants [CH2:1]1[C:10]2[C:5](=[CH:6][CH:7]=[C:8]([CH2:11][NH2:12])[CH:9]=2)[CH2:4][CH2:3][NH:2]1.CCN(C(C)C)C(C)C.Cl[C:23]1[C:24]2[C:25](=[N:29][N:30]([CH2:32][C:33]3[CH:38]=[CH:37][C:36]([CH2:39][N:40]4[CH:44]=[CH:43][CH:42]=[N:41]4)=[CH:35][CH:34]=3)[CH:31]=2)[N:26]=[CH:27][N:28]=1, predict the reaction product. The product is: [N:40]1([CH2:39][C:36]2[CH:37]=[CH:38][C:33]([CH2:32][N:30]3[CH:31]=[C:24]4[C:25]([N:26]=[CH:27][N:28]=[C:23]4[NH:12][CH2:11][C:8]4[CH:9]=[C:10]5[C:5]([CH2:4][CH2:3][NH:2][CH2:1]5)=[CH:6][CH:7]=4)=[N:29]3)=[CH:34][CH:35]=2)[CH:44]=[CH:43][CH:42]=[N:41]1. (7) The product is: [ClH:203].[NH:1]1[CH2:6][CH2:5][CH:4]([NH:7][C:8]2[O:9][C:10]3[CH:16]=[CH:15][C:14]([O:17][CH2:18][C:19]4[NH:23][N:22]=[N:21][N:20]=4)=[CH:13][C:11]=3[N:12]=2)[CH2:3][CH2:2]1. Given the reactants [NH:1]1[CH2:6][CH2:5][CH:4]([NH:7][C:8]2[O:9][C:10]3[CH:16]=[CH:15][C:14]([O:17][CH2:18][C:19]4[N:23](C(C5C=CC=CC=5)(C5C=CC=CC=5)C5C=CC=CC=5)[N:22]=[N:21][N:20]=4)=[CH:13][C:11]=3[N:12]=2)[CH2:3][CH2:2]1.N1CCC(NC2OC3C=CC(OCC4N=NN(C(C5C=CC=CC=5)(C5C=CC=CC=5)C5C=CC=CC=5)N=4)=CC=3N=2)CC1.C(OC(N1CCC(NC2OC3C=CC(O)=CC=3N=2)CC1)=O)(C)(C)C.C(N1C(CO)=NN=N1)(C1C=CC=CC=1)(C1C=CC=CC=1)C1C=CC=CC=1.C(N1N=NC(CO)=N1)(C1C=CC=CC=1)(C1C=CC=CC=1)C1C=CC=CC=1.C1(P(C2C=CC=CC=2)C2C=CC=CC=2)C=CC=CC=1.N(C(OC(C)(C)C)=O)=NC(OC(C)(C)C)=O.FC(F)(F)C(O)=O.[ClH:203], predict the reaction product. (8) Given the reactants O.NN.[Br:4][C:5]1[C:6]([C:24]#[N:25])=[N:7][N:8]([CH3:23])[C:9]=1[CH2:10][CH2:11][N:12]1C(=O)C2C(=CC=CC=2)C1=O, predict the reaction product. The product is: [NH2:12][CH2:11][CH2:10][C:9]1[N:8]([CH3:23])[N:7]=[C:6]([C:24]#[N:25])[C:5]=1[Br:4].